The task is: Predict which catalyst facilitates the given reaction.. This data is from Catalyst prediction with 721,799 reactions and 888 catalyst types from USPTO. (1) Reactant: [CH3:1][C:2]1[CH:7]=[CH:6][C:5]([C:8](=[CH2:11])C=O)=[CH:4][CH:3]=1.[CH:12](OCC)(OCC)[O:13][CH2:14][CH3:15].Cl[CH2:23]Cl. Product: [CH2:14]([O:13][CH:12]1[C:4]2[C:5](=[CH:6][CH:7]=[C:2]([CH3:1])[CH:3]=2)[CH:8]=[C:11]1[CH3:23])[CH3:15]. The catalyst class is: 27. (2) Reactant: [OH-].[K+].[CH3:3][O:4][C:5]1[CH:10]=[CH:9][N:8]2[N:11]=[C:12]([C:18]3[CH:23]=[CH:22][CH:21]=[CH:20][CH:19]=3)[C:13]([C:14]([O:16]C)=[O:15])=[C:7]2[CH:6]=1.Cl. Product: [CH3:3][O:4][C:5]1[CH:10]=[CH:9][N:8]2[N:11]=[C:12]([C:18]3[CH:23]=[CH:22][CH:21]=[CH:20][CH:19]=3)[C:13]([C:14]([OH:16])=[O:15])=[C:7]2[CH:6]=1. The catalyst class is: 5. (3) Reactant: [O:1]1[CH2:5][CH2:4]/[C:3](=[CH:6]/[C:7]([O:9][CH2:10][CH3:11])=[O:8])/[CH2:2]1.[NH3:12]. Product: [NH2:12][C:3]1([CH2:6][C:7]([O:9][CH2:10][CH3:11])=[O:8])[CH2:4][CH2:5][O:1][CH2:2]1. The catalyst class is: 169.